This data is from Catalyst prediction with 721,799 reactions and 888 catalyst types from USPTO. The task is: Predict which catalyst facilitates the given reaction. Reactant: C([N:4]1[C:16]2[C:11](=[CH:12][C:13](Br)=[C:14]3[CH:20]=[CH:19][CH:18]=[CH:17][C:15]3=2)[C:10]2[C:5]1=[CH:6][CH:7]=[C:8]1[CH:25]=[CH:24][CH:23]=[CH:22][C:9]1=2)(=O)C.S1C2C=CC=CC=2N=C1C1C=CC(B(O)O)=CC=1.C(=O)([O-])[O-].[K+].[K+].C(O)C. Product: [CH:22]1[C:9]2=[C:10]3[C:5](=[CH:6][CH:7]=[C:8]2[CH:25]=[CH:24][CH:23]=1)[NH:4][C:16]1[C:11]3=[CH:12][CH:13]=[C:14]2[CH:20]=[CH:19][CH:18]=[CH:17][C:15]2=1. The catalyst class is: 109.